Dataset: NCI-60 drug combinations with 297,098 pairs across 59 cell lines. Task: Regression. Given two drug SMILES strings and cell line genomic features, predict the synergy score measuring deviation from expected non-interaction effect. Drug 1: C1=NC2=C(N=C(N=C2N1C3C(C(C(O3)CO)O)F)Cl)N. Drug 2: CC1=C2C(C(=O)C3(C(CC4C(C3C(C(C2(C)C)(CC1OC(=O)C(C(C5=CC=CC=C5)NC(=O)C6=CC=CC=C6)O)O)OC(=O)C7=CC=CC=C7)(CO4)OC(=O)C)O)C)OC(=O)C. Cell line: HT29. Synergy scores: CSS=21.4, Synergy_ZIP=-13.5, Synergy_Bliss=-21.9, Synergy_Loewe=-15.4, Synergy_HSA=-14.5.